From a dataset of Full USPTO retrosynthesis dataset with 1.9M reactions from patents (1976-2016). Predict the reactants needed to synthesize the given product. (1) Given the product [C:65]([O:64][C:62](=[O:63])[CH2:61][CH2:60][C:2]1[CH:7]=[CH:6][CH:5]=[C:4]([CH:8]([C:9]2[S:10][C:11]3[CH:17]=[CH:16][CH:15]=[CH:14][C:12]=3[N:13]=2)[O:18][CH:19]2[CH2:24][CH2:23][N:22]([CH3:25])[CH2:21][CH2:20]2)[CH:3]=1)([CH3:68])([CH3:67])[CH3:66], predict the reactants needed to synthesize it. The reactants are: Br[C:2]1[CH:3]=[C:4]([CH:8]([O:18][CH:19]2[CH2:24][CH2:23][N:22]([CH3:25])[CH2:21][CH2:20]2)[C:9]2[S:10][C:11]3[CH:17]=[CH:16][CH:15]=[CH:14][C:12]=3[N:13]=2)[CH:5]=[CH:6][CH:7]=1.CC(OC1C=CC=C(OC(C)C)C=1C1C(P(C2CCCCC2)C2CCCCC2)=CC=CC=1)C.[B-](F)(F)(F)[CH2:60][CH2:61][C:62]([O:64][C:65]([CH3:68])([CH3:67])[CH3:66])=[O:63].[K+].C(=O)([O-])[O-].[K+].[K+]. (2) The reactants are: [O:1]1[C:5]2([CH2:10][CH2:9][CH:8]([CH2:11][CH2:12][N:13]3[CH2:18][CH2:17][N:16]([C:19]4[CH:24]=[CH:23][CH:22]=[C:21]([C:25](OCC)=[O:26])[CH:20]=4)[CH2:15][CH2:14]3)[CH2:7][CH2:6]2)[O:4][CH2:3][CH2:2]1.[H-].[Al+3].[Li+].[H-].[H-].[H-].[OH-].[Na+].S([O-])([O-])(=O)=O.[Mg+2]. Given the product [O:4]1[C:5]2([CH2:10][CH2:9][CH:8]([CH2:11][CH2:12][N:13]3[CH2:14][CH2:15][N:16]([C:19]4[CH:24]=[CH:23][CH:22]=[C:21]([CH2:25][OH:26])[CH:20]=4)[CH2:17][CH2:18]3)[CH2:7][CH2:6]2)[O:1][CH2:2][CH2:3]1, predict the reactants needed to synthesize it. (3) Given the product [NH2:8][C:7]1[N:9]=[C:19]([CH3:20])[CH:18]=[C:17]([CH3:16])[N:6]=1, predict the reactants needed to synthesize it. The reactants are: S(O)(O)(=O)=O.[NH2:6][C:7]([NH2:9])=[NH:8].C(=O)([O-])[O-].[Na+].[Na+].[CH3:16][C:17](=O)[CH2:18][C:19](=O)[CH3:20]. (4) The reactants are: [B:1]([C:4]1[CH:5]=[C:6]([CH:10]=[CH:11][CH:12]=1)[C:7]([OH:9])=O)([OH:3])[OH:2].CCN=C=NCCCN(C)C.[NH2:24][CH2:25][CH2:26][CH2:27][NH:28][C:29](=[O:55])[CH2:30][C@@H:31]1[N:37]=[C:36]([C:38]2[CH:43]=[CH:42][C:41]([Cl:44])=[CH:40][CH:39]=2)[C:35]2[CH:45]=[C:46]([O:49][CH3:50])[CH:47]=[CH:48][C:34]=2[N:33]2[C:51]([CH3:54])=[N:52][N:53]=[C:32]12. Given the product [Cl:44][C:41]1[CH:42]=[CH:43][C:38]([C:36]2[C:35]3[CH:45]=[C:46]([O:49][CH3:50])[CH:47]=[CH:48][C:34]=3[N:33]3[C:51]([CH3:54])=[N:52][N:53]=[C:32]3[C@H:31]([CH2:30][C:29]([NH:28][CH2:27][CH2:26][CH2:25][NH:24][C:7]([C:6]3[CH:5]=[C:4]([B:1]([OH:2])[OH:3])[CH:12]=[CH:11][CH:10]=3)=[O:9])=[O:55])[N:37]=2)=[CH:39][CH:40]=1, predict the reactants needed to synthesize it. (5) Given the product [CH3:15][O:14][C:8]1[CH:7]=[C:6]([C:4]2[C:3]([CH3:17])([CH3:16])[CH2:2][NH:20][N:19]=2)[CH:11]=[CH:10][C:9]=1[O:12][CH3:13], predict the reactants needed to synthesize it. The reactants are: Cl[CH2:2][C:3]([CH3:17])([CH3:16])[C:4]([C:6]1[CH:11]=[CH:10][C:9]([O:12][CH3:13])=[C:8]([O:14][CH3:15])[CH:7]=1)=O.O.[NH2:19][NH2:20]. (6) Given the product [Cl:21][CH2:20][CH2:19][CH2:18][O:10][C:7]1[CH:8]=[CH:9][C:4]([CH2:3][CH2:2][OH:1])=[CH:5][CH:6]=1, predict the reactants needed to synthesize it. The reactants are: [OH:1][CH2:2][CH2:3][C:4]1[CH:9]=[CH:8][C:7]([OH:10])=[CH:6][CH:5]=1.C(=O)([O-])[O-].[K+].[K+].Br[CH2:18][CH2:19][CH2:20][Cl:21].